This data is from Peptide-MHC class I binding affinity with 185,985 pairs from IEDB/IMGT. The task is: Regression. Given a peptide amino acid sequence and an MHC pseudo amino acid sequence, predict their binding affinity value. This is MHC class I binding data. (1) The peptide sequence is GQLKLNWFK. The MHC is HLA-A11:01 with pseudo-sequence HLA-A11:01. The binding affinity (normalized) is 0.692. (2) The peptide sequence is TSASFTDLY. The MHC is HLA-A23:01 with pseudo-sequence HLA-A23:01. The binding affinity (normalized) is 0.0847. (3) The peptide sequence is KSVTKSSSW. The MHC is Mamu-B17 with pseudo-sequence Mamu-B17. The binding affinity (normalized) is 0.328.